From a dataset of Forward reaction prediction with 1.9M reactions from USPTO patents (1976-2016). Predict the product of the given reaction. (1) Given the reactants Br[C:2]1[CH:8]=[CH:7][C:5]([NH2:6])=[C:4]([F:9])[C:3]=1[C:10]([F:13])([F:12])[F:11].[CH:14]1(B(O)O)[CH2:16][CH2:15]1.[O-]P([O-])([O-])=O.[K+].[K+].[K+].C1(P(C2CCCCC2)C2CCCCC2)CCCCC1, predict the reaction product. The product is: [CH:14]1([C:2]2[CH:8]=[CH:7][C:5]([NH2:6])=[C:4]([F:9])[C:3]=2[C:10]([F:13])([F:12])[F:11])[CH2:16][CH2:15]1. (2) Given the reactants N[C:2]1[CH:3]=[CH:4][C:5]([NH:9][C:10](=[O:13])[O:11][CH3:12])=[N:6][C:7]=1[Br:8].N([O-])=O.[Na+].[ClH:18], predict the reaction product. The product is: [Br:8][C:7]1[N:6]=[C:5]([NH:9][C:10](=[O:13])[O:11][CH3:12])[CH:4]=[CH:3][C:2]=1[Cl:18]. (3) Given the reactants C[O:2][C:3](=[O:49])[C@H:4]([CH2:20][C:21]1[CH:26]=[CH:25][C:24]([O:27][CH2:28][C:29]2[N:33]([CH3:34])[C:32]3[CH:35]=[C:36]([O:39][C:40]4[CH:45]=[C:44]([CH3:46])[C:43]([NH2:47])=[C:42]([CH3:48])[CH:41]=4)[CH:37]=[CH:38][C:31]=3[N:30]=2)=[CH:23][CH:22]=1)[NH:5][C:6]1[CH:11]=[CH:10][CH:9]=[CH:8][C:7]=1[C:12](=[O:19])[C:13]1[CH:18]=[CH:17][CH:16]=[CH:15][CH:14]=1.O.[OH-].[Li+].[ClH:53].Cl.O1CCOCC1, predict the reaction product. The product is: [ClH:53].[ClH:53].[NH2:47][C:43]1[C:42]([CH3:48])=[CH:41][C:40]([O:39][C:36]2[CH:37]=[CH:38][C:31]3[N:30]=[C:29]([CH2:28][O:27][C:24]4[CH:23]=[CH:22][C:21]([CH2:20][C@@H:4]([C:3]([OH:49])=[O:2])[NH:5][C:6]5[CH:11]=[CH:10][CH:9]=[CH:8][C:7]=5[C:12](=[O:19])[C:13]5[CH:18]=[CH:17][CH:16]=[CH:15][CH:14]=5)=[CH:26][CH:25]=4)[N:33]([CH3:34])[C:32]=3[CH:35]=2)=[CH:45][C:44]=1[CH3:46]. (4) Given the reactants [Br:1][C:2]1[CH:3]=[C:4]2[C:8](=[C:9]([F:11])[CH:10]=1)[NH:7][N:6]=[CH:5]2.[O:12]1[CH:17]=[CH:16][CH2:15][CH2:14][CH2:13]1.CC1C=CC(S(O)(=O)=O)=CC=1.C([O-])(O)=O.[Na+], predict the reaction product. The product is: [Br:1][C:2]1[CH:3]=[C:4]2[C:8](=[C:9]([F:11])[CH:10]=1)[N:7]([CH:13]1[CH2:14][CH2:15][CH2:16][CH2:17][O:12]1)[N:6]=[CH:5]2. (5) Given the reactants C([Li])CCC.C[Si](C)(C)N[Si](C)(C)C.[C:15]([O:18][CH2:19][CH3:20])(=[O:17])[CH3:16].[CH3:21][C:22]([C:24]1[CH:29]=[CH:28][C:27]([C:30]([F:33])([F:32])[F:31])=[CH:26][CH:25]=1)=[O:23].Cl, predict the reaction product. The product is: [OH:23][C:22]([C:24]1[CH:25]=[CH:26][C:27]([C:30]([F:31])([F:32])[F:33])=[CH:28][CH:29]=1)([CH3:21])[CH2:16][C:15]([O:18][CH2:19][CH3:20])=[O:17].